From a dataset of Reaction yield outcomes from USPTO patents with 853,638 reactions. Predict the reaction yield, written as a fraction of the theoretical maximum amount of product (1.0 means a 100% yield; for example, 0.34 means a 34% yield). (1) The reactants are [CH:1]1[C:10]2[C:5](=[CH:6][CH:7]=[CH:8][CH:9]=2)[CH:4]=[CH:3][C:2]=1[CH2:11][CH2:12][CH:13]=[O:14].[CH2:15]([Mg]Br)[CH:16]=[CH2:17]. The catalyst is O1CCCC1. The product is [CH:1]1[C:10]2[C:5](=[CH:6][CH:7]=[CH:8][CH:9]=2)[CH:4]=[CH:3][C:2]=1[C:11]#[C:12][CH:13]([OH:14])[CH2:17][CH:16]=[CH2:15]. The yield is 0.470. (2) The reactants are C([O:4][CH2:5][C:6]1[CH:22]=[C:9]2[C:10](=[O:21])[N:11]([C:14]3[CH:19]=[CH:18][C:17]([F:20])=[CH:16][CH:15]=3)[CH2:12][CH2:13][N:8]2[N:7]=1)(=O)C.[Li+].[OH-]. The catalyst is CO.C1COCC1.O. The product is [F:20][C:17]1[CH:18]=[CH:19][C:14]([N:11]2[CH2:12][CH2:13][N:8]3[N:7]=[C:6]([CH2:5][OH:4])[CH:22]=[C:9]3[C:10]2=[O:21])=[CH:15][CH:16]=1. The yield is 0.910. (3) The reactants are CC(C)([O-])C.[K+].[Cl:7][C:8]1[CH:9]=[C:10]([C:15]#[C:16][Si](C)(C)C)[C:11]([NH2:14])=[N:12][CH:13]=1. The catalyst is CN1CCCC1=O.[Cl-].[Na+].O. The product is [Cl:7][C:8]1[CH:9]=[C:10]2[CH:15]=[CH:16][NH:14][C:11]2=[N:12][CH:13]=1. The yield is 0.410. (4) The reactants are [NH2:1][CH2:2][C@@H:3]([F:6])[CH2:4][OH:5].C(=O)([O-])[O-].[K+].[K+].[C:13](O[C:13]([O:15][C:16]([CH3:19])([CH3:18])[CH3:17])=[O:14])([O:15][C:16]([CH3:19])([CH3:18])[CH3:17])=[O:14]. The catalyst is O1CCOCC1. The product is [F:6][C@@H:3]([CH2:4][OH:5])[CH2:2][NH:1][C:13](=[O:14])[O:15][C:16]([CH3:19])([CH3:18])[CH3:17]. The yield is 1.00. (5) The reactants are [F:1][C:2]1[CH:32]=[CH:31][CH:30]=[C:29]([O:33][CH3:34])[C:3]=1[C:4]([N:6](C)[C:7]1[C:8]([C:18]2[NH:19][C:20]([CH3:27])=[C:21]([C:23]([F:26])([F:25])[F:24])[N:22]=2)=[N:9][N:10](C2CCCCO2)[CH:11]=1)=[O:5].C1(C)C(S(O)(=O)=O)=CC=CC=1. The catalyst is C(O)C. The product is [F:1][C:2]1[CH:32]=[CH:31][CH:30]=[C:29]([O:33][CH3:34])[C:3]=1[C:4]([NH:6][C:7]1[C:8]([C:18]2[NH:19][C:20]([CH3:27])=[C:21]([C:23]([F:25])([F:26])[F:24])[N:22]=2)=[N:9][NH:10][CH:11]=1)=[O:5]. The yield is 0.240.